This data is from Forward reaction prediction with 1.9M reactions from USPTO patents (1976-2016). The task is: Predict the product of the given reaction. (1) Given the reactants I[C:2]1[CH:7]=[CH:6][C:5]([O:8][CH3:9])=[CH:4][CH:3]=1.[CH3:10][O:11][C:12]1[CH:17]=[CH:16][CH:15]=[CH:14][C:13]=1B(O)O.C(=O)([O-])[O-].[K+].[K+], predict the reaction product. The product is: [CH3:9][O:8][C:5]1[CH:6]=[CH:7][CH:2]=[CH:3][C:4]=1[C:15]1[CH:16]=[CH:17][C:12]([O:11][CH3:10])=[CH:13][CH:14]=1. (2) Given the reactants [Cl:1][C:2]1[CH:7]=[C:6]([Cl:8])[CH:5]=[C:4]([Cl:9])[C:3]=1[N:10]1[C:14]2=[N:15][C:16]([CH2:20][C:21]3[CH:26]=[CH:25][CH:24]=[C:23]([NH2:27])[C:22]=3[CH3:28])=[N:17][C:18](=[O:19])[C:13]2=[C:12]([CH:29]([CH3:31])[CH3:30])[NH:11]1.C(N(CC)CC)C.[Cl:39][CH2:40][C:41](Cl)=[O:42], predict the reaction product. The product is: [Cl:1][C:2]1[CH:7]=[C:6]([Cl:8])[CH:5]=[C:4]([Cl:9])[C:3]=1[N:10]1[C:14]2=[N:15][C:16]([CH2:20][C:21]3[CH:26]=[CH:25][CH:24]=[C:23]([NH:27][C:41](=[O:42])[CH2:40][Cl:39])[C:22]=3[CH3:28])=[N:17][C:18](=[O:19])[C:13]2=[C:12]([CH:29]([CH3:31])[CH3:30])[NH:11]1. (3) Given the reactants [Cl:1][C:2]1[N:10]=[C:9]2[C:5]([NH:6][C:7](SC)=[N:8]2)=[CH:4][N:3]=1.[S:13]([O-:18])(O[O-])(=O)=[O:14].[K+].[K+].[CH3:21]C#N.O, predict the reaction product. The product is: [Cl:1][C:2]1[N:10]=[C:9]2[C:5]([NH:6][C:7]([S:13]([CH3:21])(=[O:18])=[O:14])=[N:8]2)=[CH:4][N:3]=1. (4) Given the reactants I[C:2]1[C:3]([CH3:21])=[N:4][N:5]([CH:18]([CH3:20])[CH3:19])[C:6]=1[C:7]1[CH:17]=[CH:16][C:10]2[O:11][CH2:12][C:13](=[O:15])[NH:14][C:9]=2[CH:8]=1.[F:22][C:23]1[CH:28]=[CH:27][C:26](B(O)O)=[CH:25][CH:24]=1, predict the reaction product. The product is: [F:22][C:23]1[CH:28]=[CH:27][C:26]([C:2]2[C:3]([CH3:21])=[N:4][N:5]([CH:18]([CH3:20])[CH3:19])[C:6]=2[C:7]2[CH:17]=[CH:16][C:10]3[O:11][CH2:12][C:13](=[O:15])[NH:14][C:9]=3[CH:8]=2)=[CH:25][CH:24]=1.